From a dataset of Forward reaction prediction with 1.9M reactions from USPTO patents (1976-2016). Predict the product of the given reaction. (1) Given the reactants [C:1]([O:5][C:6]([NH:8][CH2:9][C:10]1[CH:15]=[CH:14][C:13](B(O)O)=[CH:12][CH:11]=1)=[O:7])([CH3:4])([CH3:3])[CH3:2].C(=O)([O-])[O-].[K+].[K+].Br[C:26]1[CH:31]=[CH:30][N:29]=[C:28]([O:32][C:33]([CH3:36])([CH3:35])[CH3:34])[CH:27]=1, predict the reaction product. The product is: [C:33]([O:32][C:28]1[CH:27]=[C:26]([C:13]2[CH:14]=[CH:15][C:10]([CH2:9][NH:8][C:6](=[O:7])[O:5][C:1]([CH3:4])([CH3:3])[CH3:2])=[CH:11][CH:12]=2)[CH:31]=[CH:30][N:29]=1)([CH3:36])([CH3:34])[CH3:35]. (2) Given the reactants [CH2:1]([O:8][C:9]([N:11]1[CH2:16][CH2:15][N:14]([CH2:17][CH2:18][C:19]([C:22]([O:24]C)=[O:23])([CH3:21])[CH3:20])[C:13](=[O:26])[C@@H:12]1[CH3:27])=[O:10])[C:2]1[CH:7]=[CH:6][CH:5]=[CH:4][CH:3]=1.[OH-].[Li+], predict the reaction product. The product is: [CH2:1]([O:8][C:9]([N:11]1[CH2:16][CH2:15][N:14]([CH2:17][CH2:18][C:19]([C:22]([OH:24])=[O:23])([CH3:20])[CH3:21])[C:13](=[O:26])[C@@H:12]1[CH3:27])=[O:10])[C:2]1[CH:7]=[CH:6][CH:5]=[CH:4][CH:3]=1.